Dataset: Forward reaction prediction with 1.9M reactions from USPTO patents (1976-2016). Task: Predict the product of the given reaction. (1) Given the reactants CC(C)([O-])C.[K+].[C:7](#[N:11])[CH2:8][C:9]#[N:10].Br[CH:13](Br)[CH:14]([C:19]1[CH:32]=[CH:31][C:22]([NH:23][C:24](=[O:30])[O:25][C:26]([CH3:29])([CH3:28])[CH3:27])=[C:21]([CH3:33])[CH:20]=1)[C:15]([F:18])([F:17])[F:16], predict the reaction product. The product is: [C:9]([C:8]1([C:7]#[N:11])[CH2:13][C:14]1([C:19]1[CH:32]=[CH:31][C:22]([NH:23][C:24](=[O:30])[O:25][C:26]([CH3:29])([CH3:28])[CH3:27])=[C:21]([CH3:33])[CH:20]=1)[C:15]([F:16])([F:17])[F:18])#[N:10]. (2) Given the reactants Cl.[NH:2]1[CH2:6][CH2:5][C@H:4]([NH:7][C:8]([C:10]2[C:14]3[N:15]=[CH:16][N:17]=[C:18]([C:19]4[C:27]5[O:26][CH2:25][O:24][C:23]=5[CH:22]=[CH:21][C:20]=4[O:28][CH2:29][CH:30]4[CH2:32][CH2:31]4)[C:13]=3[NH:12][CH:11]=2)=[O:9])[CH2:3]1.[C:33](Cl)(=[O:35])[CH3:34], predict the reaction product. The product is: [C:33]([N:2]1[CH2:6][CH2:5][C@H:4]([NH:7][C:8]([C:10]2[C:14]3[N:15]=[CH:16][N:17]=[C:18]([C:19]4[C:27]5[O:26][CH2:25][O:24][C:23]=5[CH:22]=[CH:21][C:20]=4[O:28][CH2:29][CH:30]4[CH2:32][CH2:31]4)[C:13]=3[NH:12][CH:11]=2)=[O:9])[CH2:3]1)(=[O:35])[CH3:34]. (3) Given the reactants C1(O[C:8](=[O:24])[NH:9][CH:10]2[CH2:15][CH2:14][CH:13]([NH:16][C:17]([O:19][C:20]([CH3:23])([CH3:22])[CH3:21])=[O:18])[CH2:12][CH2:11]2)C=CC=CC=1.[C:25]([O:29][C:30](=[O:37])[NH:31][C@@H:32]1[CH2:36][CH2:35][NH:34][CH2:33]1)([CH3:28])([CH3:27])[CH3:26], predict the reaction product. The product is: [C:25]([O:29][C:30](=[O:37])[NH:31][C@@H:32]1[CH2:36][CH2:35][N:34]([C:8](=[O:24])[NH:9][CH:10]2[CH2:11][CH2:12][CH:13]([NH:16][C:17]([O:19][C:20]([CH3:21])([CH3:22])[CH3:23])=[O:18])[CH2:14][CH2:15]2)[CH2:33]1)([CH3:28])([CH3:26])[CH3:27]. (4) Given the reactants [Br:1][C:2]1[CH:7]=[C:6]([CH:8]([OH:10])[CH3:9])[C:5]([F:11])=[CH:4][N:3]=1.I(C1C=CC=CC=1C(O)=O)(=O)=O, predict the reaction product. The product is: [Br:1][C:2]1[CH:7]=[C:6]([C:8](=[O:10])[CH3:9])[C:5]([F:11])=[CH:4][N:3]=1. (5) Given the reactants [CH3:1][O:2][C:3]1[CH:4]=[C:5]([Mg]Br)[CH:6]=[CH:7][C:8]=1[O:9][CH3:10].[CH:13](=[O:20])[C:14]1[CH:19]=[CH:18][CH:17]=[N:16][CH:15]=1, predict the reaction product. The product is: [CH3:1][O:2][C:3]1[CH:4]=[C:5]([CH:13]([C:14]2[CH:15]=[N:16][CH:17]=[CH:18][CH:19]=2)[OH:20])[CH:6]=[CH:7][C:8]=1[O:9][CH3:10]. (6) Given the reactants Br[C:2]1[CH:7]=[CH:6][C:5]([S:8]([NH:11][CH2:12][CH3:13])(=[O:10])=[O:9])=[CH:4][CH:3]=1.[C:14]([O-])(=O)[CH3:15].[K+].B1(B2O[C:31]([CH3:34])(C)[C:30]([CH3:36])([CH3:35])O2)O[C:31](C)([CH3:34])[C:30]([CH3:36])([CH3:35])O1.CN(C=O)C.[C:42]([O:45][CH2:46][CH3:47])(=[O:44])C, predict the reaction product. The product is: [CH:30]1(/[CH:31]=[C:34](\[C:2]2[CH:7]=[CH:6][C:5]([S:8]([NH:11][CH2:12][CH3:13])(=[O:10])=[O:9])=[CH:4][CH:3]=2)/[C:42]([O:45][CH2:46][CH3:47])=[O:44])[CH2:35][CH2:15][CH2:14][CH2:36]1.